This data is from Forward reaction prediction with 1.9M reactions from USPTO patents (1976-2016). The task is: Predict the product of the given reaction. (1) Given the reactants [CH2:1]([O:8][CH2:9][C@@H:10]1[CH2:14][C@@H:13]([S:15][C:16]([C:29]2[CH:34]=[CH:33][CH:32]=[CH:31][CH:30]=2)([C:23]2[CH:28]=[CH:27][CH:26]=[CH:25][CH:24]=2)[C:17]2[CH:22]=[CH:21][CH:20]=[CH:19][CH:18]=2)[CH2:12][NH:11]1)[C:2]1[CH:7]=[CH:6][CH:5]=[CH:4][CH:3]=1.[O:35]=[C:36]1[NH:41][C:40]2[CH:42]=[CH:43][C:44]([S:46](Cl)(=[O:48])=[O:47])=[CH:45][C:39]=2[C:38](=[O:50])[O:37]1, predict the reaction product. The product is: [CH2:1]([O:8][CH2:9][C@@H:10]1[CH2:14][C@@H:13]([S:15][C:16]([C:29]2[CH:34]=[CH:33][CH:32]=[CH:31][CH:30]=2)([C:23]2[CH:24]=[CH:25][CH:26]=[CH:27][CH:28]=2)[C:17]2[CH:18]=[CH:19][CH:20]=[CH:21][CH:22]=2)[CH2:12][N:11]1[S:46]([C:44]1[CH:43]=[CH:42][C:40]2[NH:41][C:36](=[O:35])[O:37][C:38](=[O:50])[C:39]=2[CH:45]=1)(=[O:47])=[O:48])[C:2]1[CH:3]=[CH:4][CH:5]=[CH:6][CH:7]=1. (2) Given the reactants Br[CH2:2][C:3]1[CH:12]=[CH:11][C:10]2[C:5](=[CH:6][CH:7]=[CH:8][CH:9]=2)[CH:4]=1.NC(N)=[S:15], predict the reaction product. The product is: [CH:4]1[C:5]2[C:10](=[CH:9][CH:8]=[CH:7][CH:6]=2)[CH:11]=[CH:12][C:3]=1[CH2:2][SH:15]. (3) The product is: [CH3:32][O:33][C:34]1[CH:41]=[CH:40][C:37]([CH2:38][NH:39][C:11]([C:9]2[S:8][C:7]3[N:2]([CH3:1])[CH2:3][NH:4][CH2:5][C:6]=3[CH:10]=2)=[O:13])=[CH:36][CH:35]=1. Given the reactants [CH3:1][N:2]1[C:7]2[S:8][C:9]([C:11]([OH:13])=O)=[CH:10][C:6]=2[CH2:5][NH:4][CH2:3]1.CN1CCOCC1.O.ON1C2C=CC=CC=2N=N1.[CH3:32][O:33][C:34]1[CH:41]=[CH:40][C:37]([CH2:38][NH2:39])=[CH:36][CH:35]=1.Cl.CN(C)CCCN=C=NCC, predict the reaction product. (4) Given the reactants B.O1CCCC1.[F:7][CH2:8][C:9]([N:11]1[CH2:16][CH2:15][N:14]([C:17]2[C:26]3[N:25]=[C:24]([C:27]([F:30])([F:29])[F:28])[S:23][C:22]=3[NH:21][C:20]3[CH:31]=[CH:32][CH:33]=[CH:34][C:19]=3[N:18]=2)[CH2:13][C@@H:12]1[CH2:35][CH2:36][O:37][CH3:38])=O.CO.C(N)CN, predict the reaction product. The product is: [F:7][CH2:8][CH2:9][N:11]1[CH2:16][CH2:15][N:14]([C:17]2[C:26]3[N:25]=[C:24]([C:27]([F:30])([F:29])[F:28])[S:23][C:22]=3[NH:21][C:20]3[CH:31]=[CH:32][CH:33]=[CH:34][C:19]=3[N:18]=2)[CH2:13][C@@H:12]1[CH2:35][CH2:36][O:37][CH3:38]. (5) Given the reactants [Cl:1][C:2]1[CH:7]=[C:6]([Cl:8])[N:5]=[C:4]([S:9][CH3:10])[N:3]=1.C([Li])CCC.[O:16]1[CH2:20][CH2:19]OS1(=O)=O.C(=O)=O.Cl.CC1CCCO1, predict the reaction product. The product is: [Cl:1][C:2]1[C:7]([CH2:19][CH2:20][OH:16])=[C:6]([Cl:8])[N:5]=[C:4]([S:9][CH3:10])[N:3]=1.